This data is from Reaction yield outcomes from USPTO patents with 853,638 reactions. The task is: Predict the reaction yield, written as a fraction of the theoretical maximum amount of product (1.0 means a 100% yield; for example, 0.34 means a 34% yield). (1) The reactants are Cl[C:2]1[S:3][C:4]2[CH:10]=[C:9]([O:11][CH3:12])[CH:8]=[CH:7][C:5]=2[N:6]=1.[NH2:13][C:14]1[CH:19]=[C:18]([Cl:20])[C:17]([OH:21])=[C:16]([Cl:22])[CH:15]=1.C([O-])([O-])=O.[K+].[K+]. The catalyst is CS(C)=O. The product is [Cl:20][C:18]1[CH:19]=[C:14]([NH2:13])[CH:15]=[C:16]([Cl:22])[C:17]=1[O:21][C:2]1[S:3][C:4]2[CH:10]=[C:9]([O:11][CH3:12])[CH:8]=[CH:7][C:5]=2[N:6]=1. The yield is 0.560. (2) The reactants are [C:1]([CH2:5][C:6]([O:8][CH2:9][CH3:10])=[O:7])(=[O:4])[CH2:2][CH3:3].[H-].[Na+].Br[CH2:14][C:15]([C:17]1[CH:22]=[CH:21][C:20](C)=[CH:19][N:18]=1)=[O:16].[Cl-].[NH4+]. The catalyst is C1COCC1. The product is [CH2:9]([O:8][C:6](=[O:7])[CH:5]([CH2:14][C:15](=[O:16])[C:17]1[CH:22]=[CH:21][CH:20]=[CH:19][N:18]=1)[C:1](=[O:4])[CH2:2][CH3:3])[CH3:10]. The yield is 0.760.